This data is from Retrosynthesis with 50K atom-mapped reactions and 10 reaction types from USPTO. The task is: Predict the reactants needed to synthesize the given product. (1) Given the product CC(C)NC(C)CCc1nc(Cn2cnc3c2c(=O)n(C)c(=O)n3C)no1, predict the reactants needed to synthesize it. The reactants are: CC(=O)CCc1nc(Cn2cnc3c2c(=O)n(C)c(=O)n3C)no1.CC(C)N. (2) The reactants are: CC(=O)CC(=O)N[C@@H](CC(=O)O)C(=O)O. Given the product CC(=O)CC(=O)N[C@H]1CC(=O)OC1=O, predict the reactants needed to synthesize it. (3) The reactants are: COc1cc2nnc(C(N)=O)c(Nc3ccc(C)cc3F)c2cc1N1CCNCC1.C[C@@H](O)C(=O)O. Given the product COc1cc2nnc(C(N)=O)c(Nc3ccc(C)cc3F)c2cc1N1CCN(C(=O)[C@@H](C)O)CC1, predict the reactants needed to synthesize it. (4) Given the product CC(C)c1cc(OCc2ccc(C(F)(F)F)cc2)nc(-c2cccc([N+](=O)[O-])c2)n1, predict the reactants needed to synthesize it. The reactants are: CC(C)c1cc(O)nc(-c2cccc([N+](=O)[O-])c2)n1.FC(F)(F)c1ccc(CBr)cc1. (5) Given the product O=C(NC1CC1)c1ccc2cc(Br)ccc2c1, predict the reactants needed to synthesize it. The reactants are: NC1CC1.O=C(O)c1ccc2cc(Br)ccc2c1. (6) Given the product CCC(C)[C@H](NC(=O)N1CCCCCC1)C(=O)N1CCN(C(c2ccc(F)cc2)c2ccc(F)cc2)CC1, predict the reactants needed to synthesize it. The reactants are: CCC(C)[C@H](NC(=O)N1CCCCCC1)C(=O)O.Fc1ccc(C(c2ccc(F)cc2)N2CCNCC2)cc1. (7) Given the product COc1ccc(C(=O)OCC(=O)O)cc1N(CC(N)=O)S(C)(=O)=O, predict the reactants needed to synthesize it. The reactants are: COc1ccc(C(=O)OCC(=O)OCc2ccccc2)cc1N(CC(N)=O)S(C)(=O)=O.